Dataset: Reaction yield outcomes from USPTO patents with 853,638 reactions. Task: Predict the reaction yield, written as a fraction of the theoretical maximum amount of product (1.0 means a 100% yield; for example, 0.34 means a 34% yield). (1) The reactants are [CH3:1][C:2]1([CH3:21])[O:20][CH2:19][C:5]2=[C:6]([N:13]3[CH2:18][CH2:17][O:16][CH2:15][CH2:14]3)[NH:7][C:8](=[O:12])[C:9]([C:10]#[N:11])=[C:4]2[CH2:3]1.C(=O)([O-])[O-].[K+].[K+].Br[CH2:29][C:30]([O:32][CH2:33][CH3:34])=[O:31]. The catalyst is CC(C)=O. The product is [C:10]([C:9]1[C:8]([O:12][CH2:29][C:30]([O:32][CH2:33][CH3:34])=[O:31])=[N:7][C:6]([N:13]2[CH2:14][CH2:15][O:16][CH2:17][CH2:18]2)=[C:5]2[CH2:19][O:20][C:2]([CH3:21])([CH3:1])[CH2:3][C:4]=12)#[N:11]. The yield is 0.800. (2) The reactants are Br[C:2]1[CH:3]=[C:4]([Cl:11])[C:5]([F:10])=[C:6]([CH:9]=1)[C:7]#[N:8].[CH3:12][C:13]1([CH3:29])[C:17]([CH3:19])([CH3:18])[O:16][B:15]([B:15]2[O:16][C:17]([CH3:19])([CH3:18])[C:13]([CH3:29])([CH3:12])[O:14]2)[O:14]1.C([O-])(=O)C.[K+]. The catalyst is O1CCOCC1.C1C=CC(P(C2C=CC=CC=2)[C-]2C=CC=C2)=CC=1.C1C=CC(P(C2C=CC=CC=2)[C-]2C=CC=C2)=CC=1.Cl[Pd]Cl.[Fe+2]. The product is [Cl:11][C:4]1[C:5]([F:10])=[C:6]([CH:9]=[C:2]([B:15]2[O:16][C:17]([CH3:19])([CH3:18])[C:13]([CH3:29])([CH3:12])[O:14]2)[CH:3]=1)[C:7]#[N:8]. The yield is 1.00. (3) The reactants are [OH:1][C:2]1[C:3]([C:8]([O:10][CH3:11])=[O:9])=[N:4][CH:5]=[CH:6][CH:7]=1.[Br:12]Br. The catalyst is O. The product is [Br:12][C:5]1[N:4]=[C:3]([C:8]([O:10][CH3:11])=[O:9])[C:2]([OH:1])=[CH:7][CH:6]=1. The yield is 0.820. (4) The reactants are [Cl:1][C:2]1[CH:3]=[C:4]2[C:10]([C:11]3[N:16]=[C:15]([NH:17][C@H:18]4[CH2:22][CH2:21][N:20](C(OC)=O)[CH2:19]4)[C:14]([F:27])=[CH:13][N:12]=3)=[CH:9][NH:8][C:5]2=[N:6][CH:7]=1.Cl[C:29]([O:31][CH:32]([CH3:34])[CH3:33])=[O:30]. No catalyst specified. The product is [Cl:1][C:2]1[CH:3]=[C:4]2[C:10]([C:11]3[N:16]=[C:15]([NH:17][C@H:18]4[CH2:22][CH2:21][N:20]([C:29]([O:31][CH:32]([CH3:34])[CH3:33])=[O:30])[CH2:19]4)[C:14]([F:27])=[CH:13][N:12]=3)=[CH:9][NH:8][C:5]2=[N:6][CH:7]=1. The yield is 0.420.